From a dataset of hERG Central: cardiac toxicity at 1µM, 10µM, and general inhibition. Predict hERG channel inhibition at various concentrations. (1) The molecule is CCC1CCc2sc(C(=O)NCC(c3ccc(OC)cc3)N3CCCC3)cc2C1. Results: hERG_inhib (hERG inhibition (general)): blocker. (2) The compound is CCOC(=O)c1c(NC(=S)Nc2ccc(Cl)cc2)sc2c1CCN(C)C2. Results: hERG_inhib (hERG inhibition (general)): blocker. (3) The compound is O=C1CCN(CCc2ccccc2)CCN1[C@H](CSc1ccc(Br)cc1)c1ccccc1. Results: hERG_inhib (hERG inhibition (general)): blocker. (4) The molecule is COc1cc2ccccc2cc1C(=O)N1CCN(c2ccccc2O)CC1. Results: hERG_inhib (hERG inhibition (general)): blocker.